This data is from Full USPTO retrosynthesis dataset with 1.9M reactions from patents (1976-2016). The task is: Predict the reactants needed to synthesize the given product. (1) Given the product [O:1]1[CH2:6][CH2:5][CH2:4][O:3][CH:2]1[CH2:7][CH2:8][CH2:9][C:10]1[N:11]([CH3:12])[C:15]([C:17]2[CH:18]=[C:19]3[C:24](=[CH:25][CH:26]=2)[N:23]=[C:22]([CH3:27])[CH:21]=[CH:20]3)=[N:14][N:13]=1, predict the reactants needed to synthesize it. The reactants are: [O:1]1[CH2:6][CH2:5][CH2:4][O:3][CH:2]1[CH2:7][CH2:8][CH2:9][C:10]([NH:13][NH:14][C:15]([C:17]1[CH:18]=[C:19]2[C:24](=[CH:25][CH:26]=1)[N:23]=[C:22]([CH3:27])[CH:21]=[CH:20]2)=O)=[N:11][CH3:12]. (2) Given the product [C:12]([C:13]1[CH:14]=[C:15]([NH2:16])[N:9]([C:5]2[CH:6]=[CH:7][CH:8]=[C:3]([Cl:2])[CH:4]=2)[N:10]=1)([CH3:19])([CH3:18])[CH3:11], predict the reactants needed to synthesize it. The reactants are: Cl.[Cl:2][C:3]1[CH:4]=[C:5]([NH:9][NH2:10])[CH:6]=[CH:7][CH:8]=1.[CH3:11][C:12]([CH3:19])([CH3:18])[C:13](=O)[CH2:14][C:15]#[N:16].